This data is from Peptide-MHC class II binding affinity with 134,281 pairs from IEDB. The task is: Regression. Given a peptide amino acid sequence and an MHC pseudo amino acid sequence, predict their binding affinity value. This is MHC class II binding data. (1) The peptide sequence is KASNPNYLAILVKYV. The MHC is DRB1_0101 with pseudo-sequence DRB1_0101. The binding affinity (normalized) is 0.899. (2) The peptide sequence is DMFFATVGFALGVFV. The MHC is HLA-DPA10103-DPB10401 with pseudo-sequence HLA-DPA10103-DPB10401. The binding affinity (normalized) is 0.630. (3) The peptide sequence is TSGSPIVNRNGEVIG. The MHC is HLA-DQA10501-DQB10303 with pseudo-sequence HLA-DQA10501-DQB10303. The binding affinity (normalized) is 0.302. (4) The peptide sequence is HLFKTTVNSLISDQL. The MHC is DRB1_0301 with pseudo-sequence DRB1_0301. The binding affinity (normalized) is 0.495. (5) The peptide sequence is KLRSAGEVEIQFRRV. The MHC is DRB1_1501 with pseudo-sequence DRB1_1501. The binding affinity (normalized) is 0.204. (6) The peptide sequence is GELQIVDKIDSAFKI. The MHC is DRB3_0202 with pseudo-sequence DRB3_0202. The binding affinity (normalized) is 0.247. (7) The peptide sequence is VCKHTYVDRGWGNGC. The MHC is DRB1_0401 with pseudo-sequence DRB1_0401. The binding affinity (normalized) is 0.212. (8) The peptide sequence is VMAYVGIKLGDKG. The MHC is HLA-DPA10201-DPB10101 with pseudo-sequence HLA-DPA10201-DPB10101. The binding affinity (normalized) is 0.254. (9) The peptide sequence is KFDSQLAHRHMARELH. The MHC is DRB1_0101 with pseudo-sequence DRB1_0101. The binding affinity (normalized) is 0.240. (10) The peptide sequence is ASEGAVDIINRWQVV. The MHC is DRB1_0301 with pseudo-sequence DRB1_0301. The binding affinity (normalized) is 0.243.